Dataset: Forward reaction prediction with 1.9M reactions from USPTO patents (1976-2016). Task: Predict the product of the given reaction. Given the reactants [CH2:1]([Li:5])[CH2:2]CC.[CH:6]([NH:9][CH:10]([CH3:12])[CH3:11])([CH3:8])[CH3:7].[Cl:13][C:14]1[CH:19]=[CH:18][N:17]=[CH:16][C:15]=1[I:20], predict the reaction product. The product is: [Li+:5].[CH3:7][CH:6]([N-:9][CH:10]([CH3:12])[CH3:11])[CH3:8].[Cl:13][C:14]1[C:15]([I:20])=[CH:16][N:17]=[CH:18][C:19]=1[CH2:1][CH3:2].